Predict the reactants needed to synthesize the given product. From a dataset of Full USPTO retrosynthesis dataset with 1.9M reactions from patents (1976-2016). (1) Given the product [CH:45]([N:48]([CH:52]([CH3:54])[CH3:53])[CH2:49][CH2:50][NH:51][C:37]([NH:20][C:19]1[CH:21]=[CH:22][C:16]([O:15][C:6]2[C:5]3[C:10](=[CH:11][C:12]([O:13][CH3:14])=[C:3]([O:2][CH3:1])[CH:4]=3)[N:9]=[CH:8][N:7]=2)=[CH:17][C:18]=1[N+:23]([O-:25])=[O:24])=[O:43])([CH3:47])[CH3:46], predict the reactants needed to synthesize it. The reactants are: [CH3:1][O:2][C:3]1[CH:4]=[C:5]2[C:10](=[CH:11][C:12]=1[O:13][CH3:14])[N:9]=[CH:8][N:7]=[C:6]2[O:15][C:16]1[CH:22]=[CH:21][C:19]([NH2:20])=[C:18]([N+:23]([O-:25])=[O:24])[CH:17]=1.C(N(CC)CC)C.ClC(Cl)(O[C:37](=[O:43])OC(Cl)(Cl)Cl)Cl.[CH:45]([N:48]([CH:52]([CH3:54])[CH3:53])[CH2:49][CH2:50][NH2:51])([CH3:47])[CH3:46]. (2) Given the product [CH2:12]([N:19]1[CH2:24][CH2:23][C:22]2([CH2:1][C:2](=[O:3])[C:4]3[C:5](=[CH:6][CH:7]=[C:8]([Br:10])[CH:9]=3)[O:11]2)[CH2:21][CH2:20]1)[C:13]1[CH:18]=[CH:17][CH:16]=[CH:15][CH:14]=1, predict the reactants needed to synthesize it. The reactants are: [CH3:1][C:2]([C:4]1[CH:9]=[C:8]([Br:10])[CH:7]=[CH:6][C:5]=1[OH:11])=[O:3].[CH2:12]([N:19]1[CH2:24][CH2:23][C:22](=O)[CH2:21][CH2:20]1)[C:13]1[CH:18]=[CH:17][CH:16]=[CH:15][CH:14]=1.N1CCCC1. (3) Given the product [F:1][C:2]1[C:13]([C:14]([F:17])([F:16])[F:15])=[CH:12][CH:11]=[CH:10][C:3]=1[C:4](=[O:5])[CH2:18][CH2:19][C:20]1[CH:25]=[CH:24][CH:23]=[CH:22][CH:21]=1, predict the reactants needed to synthesize it. The reactants are: [F:1][C:2]1[C:13]([C:14]([F:17])([F:16])[F:15])=[CH:12][CH:11]=[CH:10][C:3]=1[C:4](N(OC)C)=[O:5].[CH2:18]([Mg]Cl)[CH2:19][C:20]1[CH:25]=[CH:24][CH:23]=[CH:22][CH:21]=1.Cl. (4) Given the product [CH2:1]([O:24][C:21]1[CH:20]=[C:14]([CH:13]=[C:12]([O:11][CH2:9][CH3:10])[C:22]=1[I:23])[C:15]([O:17][CH2:18][CH3:19])=[O:16])[C:2]1[CH:7]=[CH:6][CH:5]=[CH:4][CH:3]=1, predict the reactants needed to synthesize it. The reactants are: [CH2:1](Br)[C:2]1[CH:7]=[CH:6][CH:5]=[CH:4][CH:3]=1.[CH2:9]([O:11][C:12]1[CH:13]=[C:14]([CH:20]=[C:21]([OH:24])[C:22]=1[I:23])[C:15]([O:17][CH2:18][CH3:19])=[O:16])[CH3:10].C(=O)([O-])[O-].[K+].[K+].O. (5) Given the product [CH2:16]([N:13]1[CH2:14][CH2:15][N:10]([CH2:8][C:5]2[CH:4]=[CH:3][C:2]([NH2:1])=[CH:7][CH:6]=2)[CH2:11][CH2:12]1)[CH3:17], predict the reactants needed to synthesize it. The reactants are: [NH2:1][C:2]1[CH:7]=[CH:6][C:5]([C:8]([N:10]2[CH2:15][CH2:14][N:13]([CH2:16][CH3:17])[CH2:12][CH2:11]2)=O)=[CH:4][CH:3]=1. (6) Given the product [CH2:8]([O:7][C:4]1[C:3]2[C:16](=[N:18][CH:12]=[N:6][C:2]=2[NH2:1])[NH:17][N:5]=1)[CH3:9], predict the reactants needed to synthesize it. The reactants are: [NH2:1][C:2]1[NH:6][N:5]=[C:4]([O:7][CH2:8][CH3:9])[C:3]=1C#N.[C:12](O)(=O)C.[CH:16]([NH2:18])=[NH:17].C. (7) Given the product [N:1]1([CH2:7][CH2:8][CH2:9][N:10]2[C:16](=[O:17])[CH2:15][CH2:14][N:13]([C:23]3[CH:24]=[CH:19][CH:20]=[C:21]([O:25][C:26]([F:27])([F:28])[F:29])[CH:22]=3)[CH2:12][CH2:11]2)[CH2:2][CH2:3][CH2:4][CH2:5][CH2:6]1, predict the reactants needed to synthesize it. The reactants are: [N:1]1([CH2:7][CH2:8][CH2:9][N:10]2[C:16](=[O:17])[CH2:15][CH2:14][NH:13][CH2:12][CH2:11]2)[CH2:6][CH2:5][CH2:4][CH2:3][CH2:2]1.I[C:19]1[CH:24]=[CH:23][CH:22]=[C:21]([O:25][C:26]([F:29])([F:28])[F:27])[CH:20]=1.